Predict the product of the given reaction. From a dataset of Forward reaction prediction with 1.9M reactions from USPTO patents (1976-2016). (1) Given the reactants Cl.[C:2]([NH:6][NH2:7])([CH3:5])([CH3:4])[CH3:3].C([O-])(=O)C.[Na+].Cl[C:14](=[CH2:17])[C:15]#[N:16], predict the reaction product. The product is: [C:2]([N:6]1[CH:17]=[CH:14][C:15]([NH2:16])=[N:7]1)([CH3:5])([CH3:4])[CH3:3]. (2) Given the reactants [F:1][C:2]1[CH:24]=[CH:23][C:5]2[CH:6]([CH2:17][C:18]([O:20][CH2:21][CH3:22])=[O:19])[CH2:7][C:8]3[CH:14]=[CH:13][C:12]([O:15]C)=[CH:11][C:9]=3[CH2:10][C:4]=2[CH:3]=1.COC1C=CC2CC(CC(OCC)=O)C3C=CC=CC=3CC=2C=1, predict the reaction product. The product is: [F:1][C:2]1[CH:24]=[CH:23][C:5]2[CH:6]([CH2:17][C:18]([O:20][CH2:21][CH3:22])=[O:19])[CH2:7][C:8]3[CH:14]=[CH:13][C:12]([OH:15])=[CH:11][C:9]=3[CH2:10][C:4]=2[CH:3]=1.